This data is from Full USPTO retrosynthesis dataset with 1.9M reactions from patents (1976-2016). The task is: Predict the reactants needed to synthesize the given product. (1) Given the product [O:26]1[C:30]2[CH:31]=[CH:32][C:33]([CH2:35][C:36]([NH:25][C@H:22]3[CH2:21][CH2:20][C@H:19]([CH2:18][CH2:17][N:14]4[CH2:15][CH2:16][CH:11]([C:10]5[C:5]6[O:4][CH2:3][O:2][C:6]=6[CH:7]=[CH:8][CH:9]=5)[CH2:12][CH2:13]4)[CH2:24][CH2:23]3)=[O:37])=[CH:34][C:29]=2[O:28][CH2:27]1, predict the reactants needed to synthesize it. The reactants are: Cl.[O:2]1[C:6]2[CH:7]=[CH:8][CH:9]=[C:10]([CH:11]3[CH2:16][CH2:15][N:14]([CH2:17][CH2:18][C@H:19]4[CH2:24][CH2:23][C@H:22]([NH2:25])[CH2:21][CH2:20]4)[CH2:13][CH2:12]3)[C:5]=2[O:4][CH2:3]1.[O:26]1[C:30]2[CH:31]=[CH:32][C:33]([CH2:35][C:36](O)=[O:37])=[CH:34][C:29]=2[O:28][CH2:27]1. (2) Given the product [Br:1][C:2]1[CH:3]=[C:4]([NH:14][C:15]2[C:16]([C:31]([NH2:33])=[O:32])=[N:17][CH:18]=[C:19]([O:21][C:22]3[CH:27]=[CH:26][CH:25]=[C:24]([N+:28]([O-:30])=[O:29])[CH:23]=3)[N:20]=2)[CH:5]=[CH:6][C:7]=1[N:8]1[CH2:13][CH2:12][N:11]([CH3:34])[CH2:10][CH2:9]1, predict the reactants needed to synthesize it. The reactants are: [Br:1][C:2]1[CH:3]=[C:4]([NH:14][C:15]2[C:16]([C:31]([NH2:33])=[O:32])=[N:17][CH:18]=[C:19]([O:21][C:22]3[CH:27]=[CH:26][CH:25]=[C:24]([N+:28]([O-:30])=[O:29])[CH:23]=3)[N:20]=2)[CH:5]=[CH:6][C:7]=1[N:8]1[CH2:13][CH2:12][NH:11][CH2:10][CH2:9]1.[CH2:34](O)C.N1(CO)C2C=CC=CC=2N=N1.C(O[BH-](OC(=O)C)OC(=O)C)(=O)C.[Na+]. (3) Given the product [O:18]1[C:8]2[CH:9]=[CH:10][CH:11]=[CH:12][C:7]=2[N:6]=[CH:4]1, predict the reactants needed to synthesize it. The reactants are: ClC1C=NC=CC=1[C:4]([NH:6][C:7]1[CH:12]=[C:11](C(F)(F)F)[C:10](Cl)=[CH:9][C:8]=1[OH:18])=O.O1CCCC1.C1(P(C2C=CC=CC=2)C2C=CC=CC=2)C=CC=CC=1.N(C(OCC)=O)=NC(OCC)=O. (4) Given the product [CH2:17]([N:4]([CH2:1][CH2:2][CH3:3])[C:5](=[O:16])[C:6]1[CH:11]=[CH:10][C:9]([CH3:12])=[C:8]([NH2:13])[CH:7]=1)[CH2:18][CH3:19], predict the reactants needed to synthesize it. The reactants are: [CH2:1]([N:4]([CH2:17][CH2:18][CH3:19])[C:5](=[O:16])[C:6]1[CH:11]=[CH:10][C:9]([CH3:12])=[C:8]([N+:13]([O-])=O)[CH:7]=1)[CH2:2][CH3:3].Cl. (5) Given the product [Br-:1].[NH2:10][C:11]1[CH:16]=[CH:15][CH:14]=[CH:13][N+:12]=1[CH2:2][C:3](=[O:9])[C:4]([O:6][CH2:7][CH3:8])=[O:5], predict the reactants needed to synthesize it. The reactants are: [Br:1][CH2:2][C:3](=[O:9])[C:4]([O:6][CH2:7][CH3:8])=[O:5].[NH2:10][C:11]1[CH:16]=[CH:15][CH:14]=[CH:13][N:12]=1. (6) Given the product [C:1]([O:5][C:6]([N:7]([CH2:8][CH:9]1[CH2:14][CH2:13][N:12]([C:47](=[O:49])[CH2:48][C:42]([CH3:50])([CH3:41])[CH2:43][C:44]([OH:46])=[O:45])[CH2:11][CH:10]1[C:15]1[CH:16]=[CH:17][CH:18]=[CH:19][CH:20]=1)[C@@H:21]([C:23]1[C:32]2[C:27](=[CH:28][CH:29]=[CH:30][CH:31]=2)[CH:26]=[CH:25][CH:24]=1)[CH3:22])=[O:33])([CH3:2])([CH3:3])[CH3:4], predict the reactants needed to synthesize it. The reactants are: [C:1]([O:5][C:6](=[O:33])[N:7]([C@@H:21]([C:23]1[C:32]2[C:27](=[CH:28][CH:29]=[CH:30][CH:31]=2)[CH:26]=[CH:25][CH:24]=1)[CH3:22])[CH2:8][CH:9]1[CH2:14][CH2:13][NH:12][CH2:11][CH:10]1[C:15]1[CH:20]=[CH:19][CH:18]=[CH:17][CH:16]=1)([CH3:4])([CH3:3])[CH3:2].C(N(CC)CC)C.[CH3:41][C:42]1([CH3:50])[CH2:48][C:47](=[O:49])[O:46][C:44](=[O:45])[CH2:43]1.C(=O)([O-])O.[Na+]. (7) Given the product [Cl:25][C:26]1[CH:31]=[C:30]([Cl:32])[CH:29]=[CH:28][C:27]=1[S:33]([NH:1][CH2:2][CH2:3][CH2:4][NH:5][C:6]([C@@H:8]([NH:13][C:14]([C:16]1[S:17][C:18]2[CH:24]=[CH:23][CH:22]=[CH:21][C:19]=2[CH:20]=1)=[O:15])[CH2:9][CH:10]([CH3:11])[CH3:12])=[O:7])(=[O:35])=[O:34], predict the reactants needed to synthesize it. The reactants are: [NH2:1][CH2:2][CH2:3][CH2:4][NH:5][C:6]([C@@H:8]([NH:13][C:14]([C:16]1[S:17][C:18]2[CH:24]=[CH:23][CH:22]=[CH:21][C:19]=2[CH:20]=1)=[O:15])[CH2:9][CH:10]([CH3:12])[CH3:11])=[O:7].[Cl:25][C:26]1[CH:31]=[C:30]([Cl:32])[CH:29]=[CH:28][C:27]=1[S:33](Cl)(=[O:35])=[O:34].CCN(CC)CC. (8) Given the product [CH2:30]([O:32][CH2:33][C:34]1[N:14]([CH2:15][C:16]2([OH:22])[CH2:21][CH2:20][CH2:19][CH2:18][CH2:17]2)[C:13]2[C:12]3[CH:11]=[CH:10][CH:9]=[CH:8][C:7]=3[N:6]=[CH:5][C:4]=2[N:1]=1)[CH3:31], predict the reactants needed to synthesize it. The reactants are: [N+:1]([C:4]1[CH:5]=[N:6][C:7]2[C:12]([C:13]=1[NH:14][CH2:15][C:16]1([OH:22])[CH2:21][CH2:20][CH2:19][CH2:18][CH2:17]1)=[CH:11][CH:10]=[CH:9][CH:8]=2)([O-])=O.C(N(CC)CC)C.[CH2:30]([O:32][CH2:33][C:34](Cl)=O)[CH3:31]. (9) The reactants are: Cl[C:2]1[CH:7]=[C:6]([N:8]2[CH2:13][CH2:12][N:11]([CH3:14])[CH2:10][CH2:9]2)[N:5]=[C:4]([NH2:15])[N:3]=1.[CH2:16]1[C:25]2[C:20](=[CH:21][CH:22]=[CH:23][CH:24]=2)[CH2:19][C@@H:18]([CH2:26][OH:27])[NH:17]1.C(N(CC)CC)C. Given the product [NH2:15][C:4]1[N:3]=[C:2]([N:17]2[C@H:18]([CH2:26][OH:27])[CH2:19][C:20]3[C:25](=[CH:24][CH:23]=[CH:22][CH:21]=3)[CH2:16]2)[CH:7]=[C:6]([N:8]2[CH2:13][CH2:12][N:11]([CH3:14])[CH2:10][CH2:9]2)[N:5]=1, predict the reactants needed to synthesize it. (10) Given the product [CH3:1][O:2][C:3](=[O:18])[C:4]1[C:9]([NH:10][CH:11]([CH2:14][CH3:15])[CH2:12][CH3:13])=[CH:8][C:7]([CH3:16])=[N:6][C:5]=1[NH:36][C:38]1[C:25]([CH3:21])=[CH:26][C:27]([CH3:29])=[CH:28][C:20]=1[CH3:19], predict the reactants needed to synthesize it. The reactants are: [CH3:1][O:2][C:3](=[O:18])[C:4]1[C:9]([NH:10][CH:11]([CH2:14][CH3:15])[CH2:12][CH3:13])=[CH:8][C:7]([CH3:16])=[N:6][C:5]=1Cl.[CH3:19][C:20]1[CH:28]=[CH:27][CH:26]=[CH:25][C:21]=1N(C)C.[C:29](=O)([O-])[O-].[K+].[K+].C[N:36]([CH:38]=O)C.